This data is from Full USPTO retrosynthesis dataset with 1.9M reactions from patents (1976-2016). The task is: Predict the reactants needed to synthesize the given product. (1) Given the product [CH2:1]([O:8][C:9]([N:11]1[CH2:16][C@H:15]([C:17](=[O:19])[NH2:18])[N:14]([CH2:20][CH2:21][CH2:22][C:23]([N:39]2[CH2:40][CH2:41][C:36]3([CH2:34][CH2:35]3)[C@H:37]([OH:42])[CH2:38]2)=[O:24])[C:13](=[O:30])[C@@H:12]1[CH3:31])=[O:10])[C:2]1[CH:3]=[CH:4][CH:5]=[CH:6][CH:7]=1, predict the reactants needed to synthesize it. The reactants are: [CH2:1]([O:8][C:9]([N:11]1[CH2:16][CH:15]([C:17](=[O:19])[NH2:18])[N:14]([CH2:20][CH2:21][CH2:22][C:23](OC(C)(C)C)=[O:24])[C:13](=[O:30])[C@@H:12]1[CH3:31])=[O:10])[C:2]1[CH:7]=[CH:6][CH:5]=[CH:4][CH:3]=1.Cl.Cl.[CH2:34]1[C:36]2([CH2:41][CH2:40][NH:39][CH2:38][C@H:37]2[OH:42])[CH2:35]1. (2) Given the product [Br:16][C:9]1[C:8]([Cl:17])=[C:7]([NH:6][S:2]([CH3:1])(=[O:4])=[O:3])[CH:12]=[CH:11][C:10]=1[CH2:13][C:14]#[N:15], predict the reactants needed to synthesize it. The reactants are: [CH3:1][S:2](Cl)(=[O:4])=[O:3].[NH2:6][C:7]1[CH:12]=[CH:11][C:10]([CH2:13][C:14]#[N:15])=[C:9]([Br:16])[C:8]=1[Cl:17]. (3) Given the product [NH2:2][C:3]1[CH:4]=[CH:5][C:6]([OH:12])=[C:7]([CH:11]=1)[C:8]([O:10][CH3:13])=[O:9], predict the reactants needed to synthesize it. The reactants are: Cl.[NH2:2][C:3]1[CH:4]=[CH:5][C:6]([OH:12])=[C:7]([CH:11]=1)[C:8]([OH:10])=[O:9].[CH3:13]O. (4) Given the product [Cl:27][C:24]1[CH:23]=[CH:22][C:21]([S:18]([N:17]2[CH:14]3[CH2:13][N:12]([C:28](=[O:30])[CH3:29])[CH2:11][CH:10]2[C:9]2[CH:8]=[N:7][NH:6][C:16]=2[CH2:15]3)(=[O:19])=[O:20])=[CH:26][CH:25]=1, predict the reactants needed to synthesize it. The reactants are: [OH-].[Na+].C([N:6]1[C:16]2[CH2:15][CH:14]3[N:17]([S:18]([C:21]4[CH:26]=[CH:25][C:24]([Cl:27])=[CH:23][CH:22]=4)(=[O:20])=[O:19])[CH:10]([CH2:11][N:12]([C:28](=[O:30])[CH3:29])[CH2:13]3)[C:9]=2[CH:8]=[N:7]1)(=O)C. (5) Given the product [C:24]([NH:31][C@@:32]([CH3:35])([CH2:33][CH3:34])[C:36]([O:17][C:14]1[CH:15]=[CH:16][C:11]([CH2:10][N:9]([CH2:19][CH:20]2[CH2:21][CH2:22][CH2:23]2)[C:7]([C:4]2[NH:5][N:45]=[C:2]([Cl:1])[CH:3]=2)=[O:8])=[C:12]([F:18])[CH:13]=1)=[O:38])([O:26][C:27]([CH3:30])([CH3:29])[CH3:28])=[O:25], predict the reactants needed to synthesize it. The reactants are: [Cl:1][C:2]1[CH:3]=[C:4]([C:7]([N:9]([CH2:19][CH:20]2[CH2:23][CH2:22][CH2:21]2)[CH2:10][C:11]2[CH:16]=[CH:15][C:14]([OH:17])=[CH:13][C:12]=2[F:18])=[O:8])[NH:5]C=1.[C:24]([NH:31][C@:32]([C:36]([OH:38])=O)([CH3:35])[CH2:33][CH3:34])([O:26][C:27]([CH3:30])([CH3:29])[CH3:28])=[O:25].C1CCC([N:45]=C=NC2CCCCC2)CC1.N1C=CC=CC=1. (6) Given the product [CH3:1][C:2]1[CH:7]=[CH:6][N:5]=[C:4]2[NH:8][C:22]([C:21]3[CH:24]=[CH:25][C:18]([CH2:17][O:10][C:11]4[CH:16]=[CH:15][CH:14]=[CH:13][CH:12]=4)=[CH:19][CH:20]=3)=[N:9][C:3]=12, predict the reactants needed to synthesize it. The reactants are: [CH3:1][C:2]1[CH:7]=[CH:6][N:5]=[C:4]([NH2:8])[C:3]=1[NH2:9].[O:10]([CH2:17][C:18]1[CH:25]=[CH:24][C:21]([CH:22]=O)=[CH:20][CH:19]=1)[C:11]1[CH:16]=[CH:15][CH:14]=[CH:13][CH:12]=1.C(OI(C1C=CC=CC=1)OC(=O)C)(=O)C.